From a dataset of Reaction yield outcomes from USPTO patents with 853,638 reactions. Predict the reaction yield, written as a fraction of the theoretical maximum amount of product (1.0 means a 100% yield; for example, 0.34 means a 34% yield). (1) The reactants are C[N:2](C)[CH:3]=[CH:4][C:5]([C:7]1[C:12](=[O:13])[CH:11]=[CH:10][N:9]([C:14]2[CH:19]=[CH:18][CH:17]=[CH:16][C:15]=2[C:20]([F:23])([F:22])[F:21])[N:8]=1)=O.[C:25]1([NH:31]N)[CH:30]=[CH:29][CH:28]=[CH:27][CH:26]=1. The catalyst is CO. The product is [C:25]1([N:31]2[C:5]([C:7]3[C:12](=[O:13])[CH:11]=[CH:10][N:9]([C:14]4[CH:19]=[CH:18][CH:17]=[CH:16][C:15]=4[C:20]([F:23])([F:22])[F:21])[N:8]=3)=[CH:4][CH:3]=[N:2]2)[CH:30]=[CH:29][CH:28]=[CH:27][CH:26]=1. The yield is 0.120. (2) The yield is 0.750. The catalyst is C1COCC1.CN(C=O)C. The reactants are [OH:1][C:2]1[CH:11]=[C:10]2[C:5]([C:6](=[O:18])[CH:7]=[C:8]([C:12]3[CH:17]=[CH:16][CH:15]=[CH:14][CH:13]=3)[O:9]2)=[CH:4][CH:3]=1.Br[CH2:20][CH2:21][OH:22].C([O-])([O-])=O.[K+].[K+].[H-].[Na+].[CH2:31](Br)[C:32]#[CH:33]. The product is [C:12]1([C:8]2[O:9][C:10]3[C:5]([C:6](=[O:18])[CH:7]=2)=[CH:4][CH:3]=[C:2]([O:1][CH2:20][CH2:21][O:22][CH2:33][C:32]#[CH:31])[CH:11]=3)[CH:17]=[CH:16][CH:15]=[CH:14][CH:13]=1. (3) The reactants are [NH2:1][C:2]1[CH:10]=[CH:9][CH:8]=[C:7]([Cl:11])[C:3]=1[C:4]([OH:6])=O.O=S(Cl)Cl.[NH2:16][C:17]1(N)[CH2:22][CH:21]=[CH:20][CH:19]=[C:18]1[C:23]1[CH:28]=[CH:27][CH:26]=[CH:25][CH:24]=1.C(Cl)(Cl)Cl. The catalyst is C1C=CC=CC=1. The product is [NH2:1][C:2]1[CH:10]=[CH:9][CH:8]=[C:7]([Cl:11])[C:3]=1[C:4]([NH:16][C:17]1[CH:22]=[CH:21][CH:20]=[CH:19][C:18]=1[C:23]1[CH:24]=[CH:25][CH:26]=[CH:27][CH:28]=1)=[O:6]. The yield is 0.570. (4) The reactants are [OH:1][C:2]1[CH:3]=[C:4]([CH2:9][C:10]#[N:11])[CH:5]=[CH:6][C:7]=1[OH:8].CO[C:14](OC)([CH3:16])[CH3:15].CC1C=CC(S(O)(=O)=O)=CC=1. The catalyst is C1(C)C=CC=CC=1. The product is [CH3:15][C:14]1([CH3:16])[O:8][C:7]2[CH:6]=[CH:5][C:4]([CH2:9][C:10]#[N:11])=[CH:3][C:2]=2[O:1]1. The yield is 0.200. (5) The reactants are [N+:1]([C:4]1[CH:9]=[CH:8][C:7]([N:10]2[CH2:15][CH2:14][NH:13][CH2:12][CH2:11]2)=[CH:6][CH:5]=1)([O-:3])=[O:2].[C:16]([C:20]1[CH:21]=[C:22]([CH:26]=[C:27]([C:30]([CH3:33])([CH3:32])[CH3:31])[C:28]=1[OH:29])[C:23](O)=[O:24])([CH3:19])([CH3:18])[CH3:17].C1(N=C=NC2CCCCC2)CCCCC1. The catalyst is CN(C=O)C. The product is [CH3:33][C:30]([C:27]1[CH:26]=[C:22]([C:23]([N:13]2[CH2:14][CH2:15][N:10]([C:7]3[CH:6]=[CH:5][C:4]([N+:1]([O-:3])=[O:2])=[CH:9][CH:8]=3)[CH2:11][CH2:12]2)=[O:24])[CH:21]=[C:20]([C:16]([CH3:19])([CH3:18])[CH3:17])[C:28]=1[OH:29])([CH3:31])[CH3:32]. The yield is 0.890. (6) The reactants are I.[NH2:2][C:3]1[C:4]([C:11]([NH:13][C:14](=[NH:17])SC)=[O:12])=[N:5][C:6]([Cl:10])=[C:7]([NH2:9])[N:8]=1.[NH2:18][CH2:19][CH2:20][CH2:21][CH2:22][C:23]1[CH:39]=[CH:38][C:26]([O:27][CH2:28][C:29]([N:31]([CH2:35][CH2:36][OH:37])[CH2:32][CH2:33][OH:34])=[O:30])=[CH:25][CH:24]=1.C(N(CC)CC)C. The catalyst is C(O)C. The product is [NH2:2][C:3]1[C:4]([C:11]([N:13]=[C:14]([NH2:17])[NH:18][CH2:19][CH2:20][CH2:21][CH2:22][C:23]2[CH:39]=[CH:38][C:26]([O:27][CH2:28][C:29]([N:31]([CH2:35][CH2:36][OH:37])[CH2:32][CH2:33][OH:34])=[O:30])=[CH:25][CH:24]=2)=[O:12])=[N:5][C:6]([Cl:10])=[C:7]([NH2:9])[N:8]=1. The yield is 0.640.